Dataset: HIV replication inhibition screening data with 41,000+ compounds from the AIDS Antiviral Screen. Task: Binary Classification. Given a drug SMILES string, predict its activity (active/inactive) in a high-throughput screening assay against a specified biological target. (1) The compound is COC(=O)c1cc2cc(OC)c(OC)cc2cc(C(=O)OC)c1=O. The result is 0 (inactive). (2) The compound is Cc1cc(NS(=O)(=O)c2ccc(NC(NC(=O)C(C(F)(F)F)C(F)(F)F)(C(F)(F)F)C(F)(F)F)cc2)no1. The result is 0 (inactive). (3) The compound is COc1ccc(CC(CO)NC2=C(C#N)CCC2)cc1. The result is 0 (inactive). (4) The molecule is O=C1CCN2CCCC12.O=[N+]([O-])c1cc([N+](=O)[O-])c(O)c([N+](=O)[O-])c1. The result is 0 (inactive). (5) The compound is COC12OCC(OC1OCc1ccccc1)C1OC(C)(C)OC12. The result is 0 (inactive).